From a dataset of TCR-epitope binding with 47,182 pairs between 192 epitopes and 23,139 TCRs. Binary Classification. Given a T-cell receptor sequence (or CDR3 region) and an epitope sequence, predict whether binding occurs between them. (1) The epitope is VLWAHGFEL. The TCR CDR3 sequence is CASSQDFGGNEQYF. Result: 1 (the TCR binds to the epitope). (2) The epitope is KLSYGIATV. The TCR CDR3 sequence is CASSHDLTGTRETQYF. Result: 1 (the TCR binds to the epitope). (3) The epitope is ELAGIGILTV. The TCR CDR3 sequence is CASRWTGMHRSEKLFF. Result: 1 (the TCR binds to the epitope). (4) The epitope is FPPTSFGPL. Result: 0 (the TCR does not bind to the epitope). The TCR CDR3 sequence is CASSTRGRSNEKLFF. (5) The TCR CDR3 sequence is CASSQDGGTRGTQYF. Result: 0 (the TCR does not bind to the epitope). The epitope is VLAWLYAAV.